From a dataset of Full USPTO retrosynthesis dataset with 1.9M reactions from patents (1976-2016). Predict the reactants needed to synthesize the given product. (1) Given the product [C:1]([O:5][C:6]([N:8]1[C@H:12]([C:13]([N:25]2[C@H:26]([C:28]([NH2:30])=[O:29])[CH2:27][S:23][CH2:24]2)=[O:14])[CH2:11][S:10][CH:9]1[C:16]1[CH:21]=[CH:20][CH:19]=[CH:18][CH:17]=1)=[O:7])([CH3:3])([CH3:2])[CH3:4], predict the reactants needed to synthesize it. The reactants are: [C:1]([O:5][C:6]([N:8]1[C@H:12]([C:13](O)=[O:14])[CH2:11][S:10][CH:9]1[C:16]1[CH:21]=[CH:20][CH:19]=[CH:18][CH:17]=1)=[O:7])([CH3:4])([CH3:3])[CH3:2].Cl.[S:23]1[CH2:27][CH:26]([C:28]([NH2:30])=[O:29])[NH:25][CH2:24]1.O.ON1C2C=CC=CC=2N=N1.Cl.C(N=C=NCCCN(C)C)C. (2) Given the product [CH2:1]([C@@:5]1([CH2:46][CH3:47])[NH:11][C@H:10]([C:12]2[CH:13]=[CH:14][CH:15]=[CH:16][CH:17]=2)[C:9]2[CH:18]=[C:19]([O:42][CH3:43])[C:20]([CH2:22][N:23]([CH2:24][P:25](=[O:26])([OH:32])[OH:29])[CH2:33][P:34](=[O:35])([OH:38])[OH:41])=[CH:21][C:8]=2[S:7](=[O:45])(=[O:44])[CH2:6]1)[CH2:2][CH2:3][CH3:4], predict the reactants needed to synthesize it. The reactants are: [CH2:1]([C@@:5]1([CH2:46][CH3:47])[NH:11][C@H:10]([C:12]2[CH:17]=[CH:16][CH:15]=[CH:14][CH:13]=2)[C:9]2[CH:18]=[C:19]([O:42][CH3:43])[C:20]([CH2:22][N:23]([CH2:33][P:34](=[O:41])([O:38]CC)[O:35]CC)[CH2:24][P:25](=[O:32])([O:29]CC)[O:26]CC)=[CH:21][C:8]=2[S:7](=[O:45])(=[O:44])[CH2:6]1)[CH2:2][CH2:3][CH3:4].Br[Si](C)(C)C. (3) The reactants are: [CH3:1][C:2]1[N:6]=[C:5]([CH3:7])[S:4][C:3]=1/[CH:8]=[CH:9]/[C:10](N(C)C)=O.[CH3:15][O:16][C:17]1[CH:18]=[CH:19][C:20]([CH3:27])=[C:21]([NH:23][C:24]([NH2:26])=[NH:25])[CH:22]=1. Given the product [CH3:7][C:5]1[S:4][C:3]([C:8]2[CH:9]=[CH:10][N:26]=[C:24]([NH:23][C:21]3[CH:22]=[C:17]([O:16][CH3:15])[CH:18]=[CH:19][C:20]=3[CH3:27])[N:25]=2)=[C:2]([CH3:1])[N:6]=1, predict the reactants needed to synthesize it.